Dataset: Full USPTO retrosynthesis dataset with 1.9M reactions from patents (1976-2016). Task: Predict the reactants needed to synthesize the given product. (1) Given the product [BrH:42].[BrH:42].[CH2:40]([N:3]([CH2:1][CH3:2])[CH2:4][CH2:5][N:6]([CH2:24][CH2:25][NH:26][CH2:27][CH2:28][C:29]1[C:37]2[S:36][C:35](=[O:38])[NH:34][C:33]=2[C:32]([OH:39])=[CH:31][CH:30]=1)[C:7](=[O:23])[CH2:8][CH2:9][O:10][CH2:11][CH2:12][C:13]1[C:22]2[C:17](=[CH:18][CH:19]=[CH:20][CH:21]=2)[CH:16]=[CH:15][CH:14]=1)[CH3:41], predict the reactants needed to synthesize it. The reactants are: [CH2:1]([N:3]([CH2:40][CH3:41])[CH2:4][CH2:5][N:6]([CH2:24][CH2:25][NH:26][CH2:27][CH2:28][C:29]1[C:37]2[S:36][C:35](=[O:38])[NH:34][C:33]=2[C:32]([OH:39])=[CH:31][CH:30]=1)[C:7](=[O:23])[CH2:8][CH2:9][O:10][CH2:11][CH2:12][C:13]1[C:22]2[C:17](=[CH:18][CH:19]=[CH:20][CH:21]=2)[CH:16]=[CH:15][CH:14]=1)[CH3:2].[BrH:42]. (2) Given the product [CH2:27]([NH:24][C:25]([N:21]1[CH2:22][CH2:23][N:18]([C:4]2[C:3]([C:1]#[N:2])=[CH:13][C:7]([C:8]([O:10][CH2:11][CH3:12])=[O:9])=[C:6]([C:14]([F:15])([F:17])[F:16])[N:5]=2)[CH2:19][CH2:20]1)=[O:26])[C:28]1[CH:33]=[CH:32][CH:31]=[CH:30][CH:29]=1, predict the reactants needed to synthesize it. The reactants are: [C:1]([C:3]1[C:4]([N:18]2[CH2:23][CH2:22][NH:21][CH2:20][CH2:19]2)=[N:5][C:6]([C:14]([F:17])([F:16])[F:15])=[C:7]([CH:13]=1)[C:8]([O:10][CH2:11][CH3:12])=[O:9])#[N:2].[N:24]([CH2:27][C:28]1[CH:33]=[CH:32][CH:31]=[CH:30][CH:29]=1)=[C:25]=[O:26]. (3) Given the product [C@H:46]1([NH:45][C:44]([C@@H:32]2[CH2:31][C:30]3[C:35](=[CH:36][C:27]([NH:26][C@H:10]4[CH2:11][C@@H:12]([C:13](=[O:25])[NH:14][C@H:15]5[C:24]6[C:19](=[CH:20][CH:21]=[CH:22][CH:23]=6)[CH2:18][CH2:17][CH2:16]5)[NH:8][CH2:9]4)=[CH:28][CH:29]=3)[CH2:34][NH:33]2)=[O:56])[C:55]2[C:50](=[CH:51][CH:52]=[CH:53][CH:54]=2)[CH2:49][CH2:48][CH2:47]1, predict the reactants needed to synthesize it. The reactants are: C(OC([N:8]1[C@H:12]([C:13](=[O:25])[NH:14][C@H:15]2[C:24]3[C:19](=[CH:20][CH:21]=[CH:22][CH:23]=3)[CH2:18][CH2:17][CH2:16]2)[CH2:11][C@H:10]([NH:26][C:27]2[CH:36]=[C:35]3[C:30]([CH2:31][C@@H:32]([C:44](=[O:56])[NH:45][C@H:46]4[C:55]5[C:50](=[CH:51][CH:52]=[CH:53][CH:54]=5)[CH2:49][CH2:48][CH2:47]4)[N:33](C(OC(C)(C)C)=O)[CH2:34]3)=[CH:29][CH:28]=2)[CH2:9]1)=O)(C)(C)C.C(O)(C(F)(F)F)=O. (4) The reactants are: [BH4-].[Na+].[C:3]([O:7][C:8]([N:10]1[CH2:15][CH2:14][C:13]([C:18]2[CH:23]=[CH:22][C:21]([CH:24]([F:26])[F:25])=[CH:20][CH:19]=2)([CH:16]=[O:17])[CH2:12][CH2:11]1)=[O:9])([CH3:6])([CH3:5])[CH3:4]. Given the product [C:3]([O:7][C:8]([N:10]1[CH2:11][CH2:12][C:13]([C:18]2[CH:19]=[CH:20][C:21]([CH:24]([F:26])[F:25])=[CH:22][CH:23]=2)([CH2:16][OH:17])[CH2:14][CH2:15]1)=[O:9])([CH3:6])([CH3:4])[CH3:5], predict the reactants needed to synthesize it.